Task: Predict the reaction yield, written as a fraction of the theoretical maximum amount of product (1.0 means a 100% yield; for example, 0.34 means a 34% yield).. Dataset: Reaction yield outcomes from USPTO patents with 853,638 reactions (1) The reactants are C(OC([N:8]1[CH2:13][CH2:12][N:11]([C:14]2[N:19]=[CH:18][C:17]([C:20]3[CH:21]=[C:22]([C:34](O)=[O:35])[C:23]4[C:24]([CH3:33])=[CH:25][N:26]([CH:29]([CH2:31][CH3:32])[CH3:30])[C:27]=4[CH:28]=3)=[CH:16][CH:15]=2)[CH2:10][CH2:9]1)=O)(C)(C)C.CN(C(ON1N=NC2C=CC=CC1=2)=[N+](C)C)C.[B-](F)(F)(F)F.CCN(C(C)C)C(C)C.[CH3:68][O:69][C:70]1[C:74]([CH2:75][NH2:76])=[C:73]([CH3:77])[N:72]([CH3:78])[N:71]=1. The catalyst is C(Cl)Cl.O.CN(C=O)C. The product is [CH:29]([N:26]1[C:27]2[CH:28]=[C:20]([C:17]3[CH:18]=[N:19][C:14]([N:11]4[CH2:10][CH2:9][NH:8][CH2:13][CH2:12]4)=[CH:15][CH:16]=3)[CH:21]=[C:22]([C:34]([NH:76][CH2:75][C:74]3[C:70]([O:69][CH3:68])=[N:71][N:72]([CH3:78])[C:73]=3[CH3:77])=[O:35])[C:23]=2[C:24]([CH3:33])=[CH:25]1)([CH2:31][CH3:32])[CH3:30]. The yield is 0.510. (2) The reactants are C([O:3][C:4]([C:6]1[CH:7]=[N:8][C:9]2[C:14]([C:15]=1[OH:16])=[CH:13][C:12]([Br:17])=[CH:11][CH:10]=2)=[O:5])C. The catalyst is [OH-].[K+].O. The product is [Br:17][C:12]1[CH:13]=[C:14]2[C:9](=[CH:10][CH:11]=1)[N:8]=[CH:7][C:6]([C:4]([OH:5])=[O:3])=[C:15]2[OH:16]. The yield is 0.980. (3) The reactants are [CH2:1]([O:8][C:9]([N:11]1[CH2:16][CH2:15][CH2:14][CH:13]([C:17](Cl)=[O:18])[CH2:12]1)=[O:10])[C:2]1[CH:7]=[CH:6][CH:5]=[CH:4][CH:3]=1.[NH2:20][C:21]1[C:22]([OH:31])=[C:23]([CH:28]=[CH:29][CH:30]=1)[C:24]([O:26][CH3:27])=[O:25]. The catalyst is ClCCl. The product is [CH2:1]([O:8][C:9]([N:11]1[CH2:16][CH2:15][CH2:14][CH:13]([C:17](=[O:18])[NH:20][C:21]2[CH:30]=[CH:29][CH:28]=[C:23]([C:24]([O:26][CH3:27])=[O:25])[C:22]=2[OH:31])[CH2:12]1)=[O:10])[C:2]1[CH:7]=[CH:6][CH:5]=[CH:4][CH:3]=1. The yield is 0.970. (4) The reactants are [C:1]1([S:7]([N:10]2[C:14]3=[N:15][CH:16]=[C:17]([F:19])[CH:18]=[C:13]3[CH:12]=[CH:11]2)(=[O:9])=[O:8])[CH:6]=[CH:5][CH:4]=[CH:3][CH:2]=1.[CH2:20]([Li])[CH2:21][CH2:22][CH3:23].[CH3:25][CH2:26][CH2:27]CCC.C1(C=[O:37])CCCC1. The catalyst is O1CCCC1. The product is [C:1]1([S:7]([N:10]2[C:14]3=[N:15][CH:16]=[C:17]([F:19])[CH:18]=[C:13]3[CH:12]=[C:11]2[CH:20]([OH:37])[CH2:21][CH:22]2[CH2:23][CH2:27][CH2:26][CH2:25]2)(=[O:9])=[O:8])[CH:6]=[CH:5][CH:4]=[CH:3][CH:2]=1. The yield is 0.740. (5) The reactants are [CH2:1]([O:8][P:9]([O-:18])[O:10][CH2:11][C:12]1[CH:17]=[CH:16][CH:15]=[CH:14][CH:13]=1)[C:2]1[CH:7]=[CH:6][CH:5]=[CH:4][CH:3]=1.[C:19]([O:23]CC)(=[O:22])[CH:20]=[CH2:21].C([O-])([O-])=O.[K+].[K+].O. The catalyst is C1COCC1. The product is [CH2:11]([O:10][P:9]([CH2:21][CH2:20][C:19]([OH:23])=[O:22])([O:8][CH2:1][C:2]1[CH:3]=[CH:4][CH:5]=[CH:6][CH:7]=1)=[O:18])[C:12]1[CH:13]=[CH:14][CH:15]=[CH:16][CH:17]=1. The yield is 0.900.